The task is: Predict the reaction yield, written as a fraction of the theoretical maximum amount of product (1.0 means a 100% yield; for example, 0.34 means a 34% yield).. This data is from Reaction yield outcomes from USPTO patents with 853,638 reactions. The reactants are [F:1][C:2]1[CH:3]=[CH:4][C:5]([C:8]2[C:12]([CH2:13][O:14][C:15]3[CH:23]=[CH:22][C:18]([C:19]([OH:21])=O)=[CH:17][N:16]=3)=[C:11]([CH3:24])[O:10][N:9]=2)=[N:6][CH:7]=1.[NH:25]1[CH2:30][CH2:29][O:28][CH2:27][CH2:26]1. No catalyst specified. The product is [F:1][C:2]1[CH:3]=[CH:4][C:5]([C:8]2[C:12]([CH2:13][O:14][C:15]3[N:16]=[CH:17][C:18]([C:19]([N:25]4[CH2:30][CH2:29][O:28][CH2:27][CH2:26]4)=[O:21])=[CH:22][CH:23]=3)=[C:11]([CH3:24])[O:10][N:9]=2)=[N:6][CH:7]=1. The yield is 0.910.